Dataset: Peptide-MHC class I binding affinity with 185,985 pairs from IEDB/IMGT. Task: Regression. Given a peptide amino acid sequence and an MHC pseudo amino acid sequence, predict their binding affinity value. This is MHC class I binding data. (1) The peptide sequence is KSINKVYGK. The MHC is Mamu-B8301 with pseudo-sequence Mamu-B8301. The binding affinity (normalized) is 0.920. (2) The peptide sequence is GLCTLVAML. The MHC is HLA-B18:01 with pseudo-sequence HLA-B18:01. The binding affinity (normalized) is 0. (3) The peptide sequence is HLRGFSKSI. The MHC is HLA-A11:01 with pseudo-sequence HLA-A11:01. The binding affinity (normalized) is 0. (4) The peptide sequence is RTGTRLLGR. The MHC is HLA-B27:05 with pseudo-sequence HLA-B27:05. The binding affinity (normalized) is 0.0847. (5) The peptide sequence is KTTKRLTV. The MHC is Mamu-A02 with pseudo-sequence Mamu-A02. The binding affinity (normalized) is 0.534.